From a dataset of Catalyst prediction with 721,799 reactions and 888 catalyst types from USPTO. Predict which catalyst facilitates the given reaction. (1) Reactant: [CH3:1][C:2]1[NH:3][C:4]([CH2:8][NH:9][CH:10]2[CH2:15][CH2:14][N:13]([C:16]([O:18][C:19]([CH3:22])([CH3:21])[CH3:20])=[O:17])[CH2:12][CH2:11]2)=[C:5]([CH3:7])[N:6]=1.C1CCN2C(=NCCC2)CC1.[C:34](=O)([O-])[O-:35].[K+].[K+]. Product: [CH3:1][C:2]1[N:3]2[C:34](=[O:35])[N:9]([CH:10]3[CH2:15][CH2:14][N:13]([C:16]([O:18][C:19]([CH3:22])([CH3:21])[CH3:20])=[O:17])[CH2:12][CH2:11]3)[CH2:8][C:4]2=[C:5]([CH3:7])[N:6]=1. The catalyst class is: 4. (2) Reactant: [CH2:1]([C:8]1[CH:9]=[C:10]([CH:14]=[CH:15][CH:16]=1)[C:11]([NH2:13])=O)[C:2]1[CH:7]=[CH:6][CH:5]=[CH:4][CH:3]=1.COCCO[AlH2-]OCCOC.[Na+].[H-].COCCO[Al+]OCCOC.[Na+].[H-]. Product: [CH2:1]([C:8]1[CH:9]=[C:10]([CH:14]=[CH:15][CH:16]=1)[CH2:11][NH2:13])[C:2]1[CH:3]=[CH:4][CH:5]=[CH:6][CH:7]=1. The catalyst class is: 11. (3) Reactant: [Cl:1][C:2]1[CH:7]=[CH:6][N:5]=[C:4]([N:8]2[CH2:20][CH2:19][C:18]3[N:17]4[C:12]([CH2:13][CH2:14][CH2:15][CH2:16]4)=[CH:11][C:10]=3[C:9]2=[O:21])[C:3]=1[CH2:22][OH:23].C(N(CC)CC)C.[C:31](Cl)(=[O:33])[CH3:32]. Product: [C:31]([O:23][CH2:22][C:3]1[C:4]([N:8]2[CH2:20][CH2:19][C:18]3[N:17]4[C:12]([CH2:13][CH2:14][CH2:15][CH2:16]4)=[CH:11][C:10]=3[C:9]2=[O:21])=[N:5][CH:6]=[CH:7][C:2]=1[Cl:1])(=[O:33])[CH3:32]. The catalyst class is: 4. (4) Reactant: [CH3:1][O:2][C:3]1[CH:4]=[C:5]([C:11]2[CH:12]=[CH:13][C:14]3[C:19]([N:20]=2)=[C:18]2[N:21]([C:25]4[C:26]([CH3:31])=[N:27][N:28]([CH3:30])[CH:29]=4)[C:22](=[O:24])[NH:23][C:17]2=[CH:16][N:15]=3)[CH:6]=[CH:7][C:8]=1[O:9][CH3:10].[H-].[Na+].I[CH2:35][CH3:36]. Product: [CH3:1][O:2][C:3]1[CH:4]=[C:5]([C:11]2[CH:12]=[CH:13][C:14]3[C:19]([N:20]=2)=[C:18]2[N:21]([C:25]4[C:26]([CH3:31])=[N:27][N:28]([CH3:30])[CH:29]=4)[C:22](=[O:24])[N:23]([CH2:35][CH3:36])[C:17]2=[CH:16][N:15]=3)[CH:6]=[CH:7][C:8]=1[O:9][CH3:10]. The catalyst class is: 3. (5) Reactant: C(=O)([O-])[O-].[K+].[K+].[CH2:7](Br)[C:8]1[CH:13]=[CH:12][CH:11]=[CH:10][CH:9]=1.CN(C)C=O.[CH3:20][C:21]1[NH:22][C:23]2[C:28]([C:29]=1[CH2:30][C:31]([OH:33])=[O:32])=[CH:27][CH:26]=[CH:25][CH:24]=2. Product: [CH2:7]([O:33][C:31](=[O:32])[CH2:30][C:29]1[C:28]2[C:23](=[CH:24][CH:25]=[CH:26][CH:27]=2)[NH:22][C:21]=1[CH3:20])[C:8]1[CH:13]=[CH:12][CH:11]=[CH:10][CH:9]=1. The catalyst class is: 6. (6) Reactant: CC(C)([O-])C.[K+].F[C:8]1[CH:13]=[CH:12][C:11]([F:14])=[CH:10][N:9]=1.[OH:15][CH:16]1[CH2:19][N:18]([C:20]([O:22][C:23]([CH3:26])([CH3:25])[CH3:24])=[O:21])[CH2:17]1.O. Product: [F:14][C:11]1[CH:12]=[CH:13][C:8]([O:15][CH:16]2[CH2:17][N:18]([C:20]([O:22][C:23]([CH3:26])([CH3:25])[CH3:24])=[O:21])[CH2:19]2)=[N:9][CH:10]=1. The catalyst class is: 550.